From a dataset of Catalyst prediction with 721,799 reactions and 888 catalyst types from USPTO. Predict which catalyst facilitates the given reaction. (1) Reactant: [Br:1][C:2]1[CH:16]=[C:15](/[CH:17]=[CH:18]/[CH:19]([C:24]2[CH:29]=[C:28]([Cl:30])[C:27]([Cl:31])=[C:26]([Cl:32])[CH:25]=2)[C:20]([F:23])([F:22])[F:21])[CH:14]=[CH:13][C:3]=1[C:4]([NH:6][CH:7]1[CH2:12][CH2:11][NH:10][CH2:9][CH2:8]1)=[O:5].C=O.[C:35](O)(=O)C.[BH3-]C#N.[Na+]. Product: [Br:1][C:2]1[CH:16]=[C:15](/[CH:17]=[CH:18]/[CH:19]([C:24]2[CH:25]=[C:26]([Cl:32])[C:27]([Cl:31])=[C:28]([Cl:30])[CH:29]=2)[C:20]([F:23])([F:21])[F:22])[CH:14]=[CH:13][C:3]=1[C:4]([NH:6][CH:7]1[CH2:12][CH2:11][N:10]([CH3:35])[CH2:9][CH2:8]1)=[O:5]. The catalyst class is: 125. (2) Reactant: CCOCC.Br[C:7]1[CH:12]=[CH:11][C:10]([N:13]2[C:17]([CH3:18])=[CH:16][CH:15]=[C:14]2[CH3:19])=[CH:9][C:8]=1[C:20]([F:23])([F:22])[F:21].C([Li])CCC.[CH:29]([C:31]1[CH:36]=[CH:35][N:34]=[CH:33][CH:32]=1)=[O:30]. Product: [CH3:19][C:14]1[N:13]([C:10]2[CH:11]=[CH:12][C:7]([CH:29]([C:31]3[CH:36]=[CH:35][N:34]=[CH:33][CH:32]=3)[OH:30])=[C:8]([C:20]([F:23])([F:22])[F:21])[CH:9]=2)[C:17]([CH3:18])=[CH:16][CH:15]=1. The catalyst class is: 7. (3) Reactant: CC(C)([O-])C.[K+].CO[C:9](=[O:19])[CH:10]([O:12][C:13]([CH3:18])([CH3:17])[C:14](=[O:16])[CH3:15])[CH3:11]. Product: [CH3:18][C:13]1([CH3:17])[C:14](=[O:16])[CH2:15][C:9](=[O:19])[CH:10]([CH3:11])[O:12]1. The catalyst class is: 7. (4) Reactant: [CH3:1][O:2][C:3]([C:5]1[S:6][C:7]([Br:30])=[CH:8][C:9]=1[N:10]([CH:20]1[CH2:29][CH2:28][C:23]2(OCC[O:24]2)[CH2:22][CH2:21]1)[C:11]([C@H:13]1[CH2:18][CH2:17][C@H:16]([CH3:19])[CH2:15][CH2:14]1)=[O:12])=[O:4].Cl. Product: [CH3:1][O:2][C:3]([C:5]1[S:6][C:7]([Br:30])=[CH:8][C:9]=1[N:10]([C:11]([C@H:13]1[CH2:14][CH2:15][C@H:16]([CH3:19])[CH2:17][CH2:18]1)=[O:12])[CH:20]1[CH2:29][CH2:28][C:23](=[O:24])[CH2:22][CH2:21]1)=[O:4]. The catalyst class is: 7. (5) Reactant: [OH:1][C:2]1[CH:7]=[C:6]([O:8][C:9]2[CH:14]=[CH:13][C:12]([C:15]([F:18])([F:17])[F:16])=[CH:11][N:10]=2)[CH:5]=[CH:4][C:3]=1[CH2:19][CH2:20][C:21]([O:23][CH2:24][CH3:25])=[O:22].I[CH2:27][CH2:28][CH3:29].C(=O)([O-])[O-].[K+].[K+].O. Product: [CH2:27]([O:1][C:2]1[CH:7]=[C:6]([O:8][C:9]2[CH:14]=[CH:13][C:12]([C:15]([F:18])([F:16])[F:17])=[CH:11][N:10]=2)[CH:5]=[CH:4][C:3]=1[CH2:19][CH2:20][C:21]([O:23][CH2:24][CH3:25])=[O:22])[CH2:28][CH3:29]. The catalyst class is: 9. (6) Reactant: [F:1][CH:2]([F:19])[C:3]1[C:11]2[CH2:10][CH2:9][CH:8]3[CH2:12][CH:7]3[C:6]=2[N:5]([CH2:13][C:14]([O:16]CC)=[O:15])[N:4]=1.O[Li].O.Cl. Product: [F:19][CH:2]([F:1])[C:3]1[C:11]2[CH2:10][CH2:9][CH:8]3[CH2:12][CH:7]3[C:6]=2[N:5]([CH2:13][C:14]([OH:16])=[O:15])[N:4]=1. The catalyst class is: 87.